This data is from Reaction yield outcomes from USPTO patents with 853,638 reactions. The task is: Predict the reaction yield, written as a fraction of the theoretical maximum amount of product (1.0 means a 100% yield; for example, 0.34 means a 34% yield). The reactants are Br[C:2]1[S:3][C:4]([C:7]([C:9]2[C:17]3[C:12](=[N:13][CH:14]=[CH:15][CH:16]=3)[NH:11][CH:10]=2)=[O:8])=[CH:5][N:6]=1.[Cl:18][C:19]1[CH:26]=[CH:25][C:22]([CH2:23][NH2:24])=[CH:21][CH:20]=1.C(N(CC)C(C)C)(C)C.O. The catalyst is O1CCCC1. The product is [Cl:18][C:19]1[CH:26]=[CH:25][C:22]([CH2:23][NH:24][C:2]2[S:3][C:4]([C:7]([C:9]3[C:17]4[C:12](=[N:13][CH:14]=[CH:15][CH:16]=4)[NH:11][CH:10]=3)=[O:8])=[CH:5][N:6]=2)=[CH:21][CH:20]=1. The yield is 0.300.